This data is from Full USPTO retrosynthesis dataset with 1.9M reactions from patents (1976-2016). The task is: Predict the reactants needed to synthesize the given product. (1) Given the product [NH:13]1[C:12]2[CH:22]=[CH:23][CH:24]=[CH:25][C:11]=2[N:10]=[C:9]1[C:7]1[O:8][C:4]2[CH:3]=[C:2]([C:38]3[CH:37]=[N:36][N:35]([CH2:28][C:29]4[CH:34]=[CH:33][CH:32]=[CH:31][CH:30]=4)[CH:39]=3)[CH:27]=[CH:26][C:5]=2[N:6]=1, predict the reactants needed to synthesize it. The reactants are: Br[C:2]1[CH:27]=[CH:26][C:5]2[N:6]=[C:7]([C:9]3[N:13](COCC[Si](C)(C)C)[C:12]4[CH:22]=[CH:23][CH:24]=[CH:25][C:11]=4[N:10]=3)[O:8][C:4]=2[CH:3]=1.[CH2:28]([N:35]1[CH:39]=[C:38](B2OC(C)(C)C(C)(C)O2)[CH:37]=[N:36]1)[C:29]1[CH:34]=[CH:33][CH:32]=[CH:31][CH:30]=1.C(O)CCC.[F-].[Cs+]. (2) Given the product [S:2]([C:6]1[CH:14]=[CH:13][CH:12]=[CH:11][C:7]=1[C:8]([OH:10])=[O:9])([OH:5])(=[O:4])=[O:3], predict the reactants needed to synthesize it. The reactants are: [NH4+].[S:2]([C:6]1[CH:14]=[CH:13][CH:12]=[CH:11][C:7]=1[C:8]([O-:10])=[O:9])([OH:5])(=[O:4])=[O:3].